Dataset: Catalyst prediction with 721,799 reactions and 888 catalyst types from USPTO. Task: Predict which catalyst facilitates the given reaction. Reactant: ClC1C=C(SC2C3C(=CC(C)=CC=3)[NH:12]C=2CCC(N)=O)C=C(Cl)C=1.[Cl:25][C:26]1[CH:27]=[C:28]([S:33][C:34]2[C:42]3[C:37](=[CH:38][C:39]([CH3:43])=[CH:40][CH:41]=3)[NH:36][C:35]=2[CH2:44][C:45]([OH:47])=O)[CH:29]=[C:30]([Cl:32])[CH:31]=1.C(Cl)(=O)C(Cl)=O.N. Product: [Cl:25][C:26]1[CH:27]=[C:28]([S:33][C:34]2[C:42]3[C:37](=[CH:38][C:39]([CH3:43])=[CH:40][CH:41]=3)[NH:36][C:35]=2[CH2:44][C:45]([NH2:12])=[O:47])[CH:29]=[C:30]([Cl:32])[CH:31]=1. The catalyst class is: 12.